This data is from Catalyst prediction with 721,799 reactions and 888 catalyst types from USPTO. The task is: Predict which catalyst facilitates the given reaction. Reactant: [OH:1]O.[Cl:3][C:4]1[CH:5]=[C:6]([C:10]2[C:15]([O:16][CH3:17])=[CH:14][CH:13]=[C:12]([S:18][C:19]3[CH:24]=[CH:23][C:22]([NH:25][C:26]([NH:28][CH2:29][CH3:30])=[O:27])=[CH:21][CH:20]=3)[CH:11]=2)[CH:7]=[CH:8][CH:9]=1. Product: [Cl:3][C:4]1[CH:5]=[C:6]([C:10]2[C:15]([O:16][CH3:17])=[CH:14][CH:13]=[C:12]([S:18]([C:19]3[CH:24]=[CH:23][C:22]([NH:25][C:26]([NH:28][CH2:29][CH3:30])=[O:27])=[CH:21][CH:20]=3)=[O:1])[CH:11]=2)[CH:7]=[CH:8][CH:9]=1. The catalyst class is: 15.